Dataset: Retrosynthesis with 50K atom-mapped reactions and 10 reaction types from USPTO. Task: Predict the reactants needed to synthesize the given product. (1) The reactants are: CC(C)(O)c1coc(Cn2ncc([N+](=O)[O-])n2)n1. Given the product CC(C)(O)c1coc(Cn2ncc(N)n2)n1, predict the reactants needed to synthesize it. (2) Given the product Cc1c(O)ccnc1CSc1nc2ccc(F)cc2[nH]1, predict the reactants needed to synthesize it. The reactants are: COc1ccnc(CSc2nc3ccc(F)cc3[nH]2)c1C. (3) Given the product OCc1ccccc1-n1cccc1, predict the reactants needed to synthesize it. The reactants are: COC(=O)c1ccccc1-n1cccc1. (4) Given the product CC(C)(C)c1cc(N=C=S)ccc1C#N, predict the reactants needed to synthesize it. The reactants are: CC(C)(C)c1cc(N)ccc1C#N.S=C(Cl)Cl. (5) The reactants are: CCCCCCCCN=C=O.COC(=O)C(C)c1ccc(-c2cccc(O)c2)c(F)c1. Given the product CCCCCCCCNC(=O)Oc1cccc(-c2ccc(C(C)C(=O)OC)cc2F)c1, predict the reactants needed to synthesize it.